This data is from Catalyst prediction with 721,799 reactions and 888 catalyst types from USPTO. The task is: Predict which catalyst facilitates the given reaction. (1) Reactant: COC(=O)C1C(=CC=CC=1[N+:13]([O-])=O)C(O)=O.Br[C:18](Br)=[O:19].Br[CH2:22][CH:23]1[C:31]2[C:26](=[C:27]([N+:32]([O-:34])=[O:33])[CH:28]=[CH:29][CH:30]=2)C(=O)[O:24]1. Product: [OH:24][C:23]1([CH3:22])[C:31]2[C:26](=[C:27]([N+:32]([O-:34])=[O:33])[CH:28]=[CH:29][CH:30]=2)[NH:13][C:18]1=[O:19]. The catalyst class is: 21. (2) Reactant: [O:1]=[C:2]1[N:6]([C:7]2[CH:12]=[CH:11][CH:10]=[CH:9][CH:8]=2)[N:5]=[C:4]([C:13]([OH:15])=O)[NH:3]1.CN(C(ON1N=NC2C=CC(=CC1=2)Cl)=[N+](C)C)C.F[P-](F)(F)(F)(F)F.CN(C=O)C.C([O:48][C:49](=O)[C@H:50]([OH:69])[CH2:51][N:52]([CH2:54][C:55]1[CH:60]=[CH:59][C:58]([C:61]2[CH:66]=[C:65]([Cl:67])[CH:64]=[CH:63][C:62]=2[F:68])=[CH:57][CH:56]=1)[NH2:53])C.CCN(C(C)C)C(C)C.[CH2:80]([OH:84])[CH:81]([CH3:83])[CH3:82].Cl.O1CCOCC1. Product: [CH2:80]([O:84][C:49](=[O:48])[C@H:50]([OH:69])[CH2:51][N:52]([CH2:54][C:55]1[CH:60]=[CH:59][C:58]([C:61]2[CH:66]=[C:65]([Cl:67])[CH:64]=[CH:63][C:62]=2[F:68])=[CH:57][CH:56]=1)[NH:53][C:13]([C:4]1[NH:3][C:2](=[O:1])[N:6]([C:7]2[CH:8]=[CH:9][CH:10]=[CH:11][CH:12]=2)[N:5]=1)=[O:15])[CH:81]([CH3:83])[CH3:82]. The catalyst class is: 25. (3) Reactant: [Cl:1][C:2]1[CH:3]=[C:4]([NH2:9])[CH:5]=[CH:6][C:7]=1[I:8].[CH2:10]([O:12][C:13](=[O:24])[C:14](=[CH:20]OCC)[C:15]([O:17][CH2:18][CH3:19])=[O:16])[CH3:11]. Product: [Cl:1][C:2]1[CH:3]=[C:4]([NH:9][CH:20]=[C:14]([C:13]([O:12][CH2:10][CH3:11])=[O:24])[C:15]([O:17][CH2:18][CH3:19])=[O:16])[CH:5]=[CH:6][C:7]=1[I:8]. The catalyst class is: 8.